From a dataset of Reaction yield outcomes from USPTO patents with 853,638 reactions. Predict the reaction yield, written as a fraction of the theoretical maximum amount of product (1.0 means a 100% yield; for example, 0.34 means a 34% yield). The yield is 0.851. The reactants are C(N(CC)CC)C.C(OP([Cl:16])(OCC)=O)C.[CH3:17][C:18]1[NH:19][C:20]([CH3:40])=[C:21]([C:36]([O:38][CH3:39])=[O:37])[CH:22]([C:27]2[CH:32]=[CH:31][CH:30]=[C:29]([N+:33]([O-:35])=[O:34])[CH:28]=2)[C:23]=1[C:24]([OH:26])=[O:25].[CH3:41][C:42](O)([CH3:61])[CH2:43][N:44]([CH3:60])[CH2:45][CH2:46][CH:47]([C:54]1[CH:59]=[CH:58][CH:57]=[CH:56][CH:55]=1)[C:48]1[CH:53]=[CH:52][CH:51]=[CH:50][CH:49]=1. The catalyst is C1(C)C=CC=CC=1. The product is [CH3:40][C:20]1[NH:19][C:18]([CH3:17])=[C:23]([C:24]([O:26][C:42]([CH2:43][N:44]([CH2:45][CH2:46][CH:47]([C:54]2[CH:55]=[CH:56][CH:57]=[CH:58][CH:59]=2)[C:48]2[CH:49]=[CH:50][CH:51]=[CH:52][CH:53]=2)[CH3:60])([CH3:61])[CH3:41])=[O:25])[CH:22]([C:27]2[CH:32]=[CH:31][CH:30]=[C:29]([N+:33]([O-:35])=[O:34])[CH:28]=2)[C:21]=1[C:36]([O:38][CH3:39])=[O:37].[ClH:16].